Dataset: Forward reaction prediction with 1.9M reactions from USPTO patents (1976-2016). Task: Predict the product of the given reaction. Given the reactants [F:1][C:2]1([F:26])[C:8]([CH3:10])([CH3:9])[O:7][CH2:6][C:5](=S)[NH:4][C@@:3]1([C:13]1[CH:18]=[C:17]([C:19]2[CH:20]=[N:21][CH:22]=[N:23][CH:24]=2)[CH:16]=[CH:15][C:14]=1[F:25])[CH3:12].[NH3:27].C(OO)(C)(C)C, predict the reaction product. The product is: [F:1][C:2]1([F:26])[C:8]([CH3:10])([CH3:9])[O:7][CH2:6][C:5]([NH2:27])=[N:4][C@@:3]1([C:13]1[CH:18]=[C:17]([C:19]2[CH:20]=[N:21][CH:22]=[N:23][CH:24]=2)[CH:16]=[CH:15][C:14]=1[F:25])[CH3:12].